Predict which catalyst facilitates the given reaction. From a dataset of Catalyst prediction with 721,799 reactions and 888 catalyst types from USPTO. (1) Product: [Br:1][C:2]1[CH:3]=[CH:4][C:5]([CH2:6][N:7]2[CH2:8][C@@H:9]([CH3:10])[O:11][C:21]2=[O:22])=[CH:12][CH:13]=1. The catalyst class is: 20. Reactant: [Br:1][C:2]1[CH:13]=[CH:12][C:5]([CH2:6][NH:7][CH2:8][C@H:9]([OH:11])[CH3:10])=[CH:4][CH:3]=1.C(N(CC)CC)C.[C:21](N1C=CN=C1)(N1C=CN=C1)=[O:22]. (2) Reactant: [F:1][C:2]1[C:7]([C:8]([F:11])([F:10])[F:9])=[CH:6][CH:5]=[CH:4][C:3]=1[C:12]1[S:13][C:14]([CH3:28])=[C:15]([CH2:17][N:18]2[CH:22]=[C:21]([C:23]([O:25]CC)=[O:24])[CH:20]=[N:19]2)[N:16]=1.[OH-].[Na+].O. Product: [F:1][C:2]1[C:7]([C:8]([F:9])([F:10])[F:11])=[CH:6][CH:5]=[CH:4][C:3]=1[C:12]1[S:13][C:14]([CH3:28])=[C:15]([CH2:17][N:18]2[CH:22]=[C:21]([C:23]([OH:25])=[O:24])[CH:20]=[N:19]2)[N:16]=1. The catalyst class is: 199. (3) Reactant: CC(C)([O-])C.[K+].[C:7](=[O:12])(OC)[O:8][CH3:9].[NH2:13][C:14]1[CH:15]=[N:16][CH:17]=[CH:18][C:19]=1[CH3:20]. Product: [CH3:20][C:19]1[CH:18]=[CH:17][N:16]=[CH:15][C:14]=1[NH:13][C:7](=[O:12])[O:8][CH3:9]. The catalyst class is: 7.